From a dataset of Experimentally validated miRNA-target interactions with 360,000+ pairs, plus equal number of negative samples. Binary Classification. Given a miRNA mature sequence and a target amino acid sequence, predict their likelihood of interaction. The miRNA is hsa-miR-182-5p with sequence UUUGGCAAUGGUAGAACUCACACU. Result: 0 (no interaction). The protein sequence of the target gene is MPTFDQALRKAGEFGRFQRRVFLLLCLTGVTFAFLFVGVVFLGSQPDYYWCRGPRATALAERCAWSPEEEWNLTTPELHVPAERRGQGHCHRYLLEATNTSSELSCDPLTAFPNRSAPLVSCSGDWRYVETHSTIVSQFDLVCSNAWMLDLTQAILNLGFLAGAFTLGYAADRYGRLIIYLISCFGVGITGVVVAFAPNFSVFVIFRFLQGVFGKGAWMTCFVIVTEIVGSKQRRIVGIVIQMFFTLGIIILPGIAYFTPSWQGIQLAISLPSFLFLLYYWVVPESPRWLITRKQGEKAL....